Predict the reactants needed to synthesize the given product. From a dataset of Full USPTO retrosynthesis dataset with 1.9M reactions from patents (1976-2016). Given the product [F:26][C:5]1[CH:4]=[CH:3][C:2](/[CH:33]=[CH:32]/[C:31]2[CH:37]=[CH:38][C:28]([F:27])=[CH:29][CH:30]=2)=[CH:7][C:6]=1[C@:8]1([CH3:25])[CH2:16][C:12]2([CH2:15][CH2:14][CH2:13]2)[O:11][C:10]([NH:17][C:18](=[O:24])[O:19][C:20]([CH3:23])([CH3:22])[CH3:21])=[N:9]1, predict the reactants needed to synthesize it. The reactants are: Br[C:2]1[CH:3]=[CH:4][C:5]([F:26])=[C:6]([C@:8]2([CH3:25])[CH2:16][C:12]3([CH2:15][CH2:14][CH2:13]3)[O:11][C:10]([NH:17][C:18](=[O:24])[O:19][C:20]([CH3:23])([CH3:22])[CH3:21])=[N:9]2)[CH:7]=1.[F:27][C:28]1[CH:38]=[CH:37][C:31](/[CH:32]=[CH:33]/B(O)O)=[CH:30][CH:29]=1.C(=O)([O-])[O-].[Cs+].[Cs+].